From a dataset of NCI-60 drug combinations with 297,098 pairs across 59 cell lines. Regression. Given two drug SMILES strings and cell line genomic features, predict the synergy score measuring deviation from expected non-interaction effect. (1) Drug 2: C1CN1P(=S)(N2CC2)N3CC3. Cell line: MCF7. Synergy scores: CSS=21.2, Synergy_ZIP=-4.39, Synergy_Bliss=6.84, Synergy_Loewe=4.42, Synergy_HSA=9.01. Drug 1: C1CC(=O)NC(=O)C1N2CC3=C(C2=O)C=CC=C3N. (2) Drug 1: CNC(=O)C1=CC=CC=C1SC2=CC3=C(C=C2)C(=NN3)C=CC4=CC=CC=N4. Drug 2: CC1=C(C=C(C=C1)NC2=NC=CC(=N2)N(C)C3=CC4=NN(C(=C4C=C3)C)C)S(=O)(=O)N.Cl. Cell line: MDA-MB-231. Synergy scores: CSS=5.99, Synergy_ZIP=0.0909, Synergy_Bliss=1.69, Synergy_Loewe=-1.80, Synergy_HSA=-1.55. (3) Cell line: T-47D. Drug 2: CC1CCC2CC(C(=CC=CC=CC(CC(C(=O)C(C(C(=CC(C(=O)CC(OC(=O)C3CCCCN3C(=O)C(=O)C1(O2)O)C(C)CC4CCC(C(C4)OC)O)C)C)O)OC)C)C)C)OC. Synergy scores: CSS=48.0, Synergy_ZIP=4.34, Synergy_Bliss=7.61, Synergy_Loewe=5.59, Synergy_HSA=5.08. Drug 1: CCCCC(=O)OCC(=O)C1(CC(C2=C(C1)C(=C3C(=C2O)C(=O)C4=C(C3=O)C=CC=C4OC)O)OC5CC(C(C(O5)C)O)NC(=O)C(F)(F)F)O. (4) Drug 1: CC1=C2C(C(=O)C3(C(CC4C(C3C(C(C2(C)C)(CC1OC(=O)C(C(C5=CC=CC=C5)NC(=O)OC(C)(C)C)O)O)OC(=O)C6=CC=CC=C6)(CO4)OC(=O)C)OC)C)OC. Drug 2: CC1C(C(CC(O1)OC2CC(CC3=C2C(=C4C(=C3O)C(=O)C5=CC=CC=C5C4=O)O)(C(=O)C)O)N)O. Cell line: A498. Synergy scores: CSS=74.1, Synergy_ZIP=-4.99, Synergy_Bliss=-4.66, Synergy_Loewe=2.01, Synergy_HSA=3.54. (5) Drug 1: CC1=C(C(CCC1)(C)C)C=CC(=CC=CC(=CC(=O)O)C)C. Drug 2: C1CN(CCN1C(=O)CCBr)C(=O)CCBr. Cell line: NCI-H460. Synergy scores: CSS=36.8, Synergy_ZIP=-0.360, Synergy_Bliss=0.751, Synergy_Loewe=-11.6, Synergy_HSA=0.308.